From a dataset of Reaction yield outcomes from USPTO patents with 853,638 reactions. Predict the reaction yield, written as a fraction of the theoretical maximum amount of product (1.0 means a 100% yield; for example, 0.34 means a 34% yield). The reactants are [CH3:1][O:2][C:3]1[CH:8]=[CH:7][C:6]([NH2:9])=[CH:5][CH:4]=1.Br[C:11]1[CH:12]=[CH:13][C:14]([O:17][CH3:18])=[N:15][CH:16]=1. No catalyst specified. The product is [CH3:18][O:17][C:14]1[N:15]=[CH:16][C:11]([NH:9][C:6]2[CH:7]=[CH:8][C:3]([O:2][CH3:1])=[CH:4][CH:5]=2)=[CH:12][CH:13]=1. The yield is 0.580.